This data is from Full USPTO retrosynthesis dataset with 1.9M reactions from patents (1976-2016). The task is: Predict the reactants needed to synthesize the given product. Given the product [C:1]1([NH:7][C:8]([C:10]2[N:14]3[N:15]=[C:16]([NH:32][CH2:31][C:30]4[CH:33]=[CH:34][C:27]([O:26][CH3:25])=[CH:28][CH:29]=4)[C:17]([CH:19]4[CH2:23][CH2:22][CH2:21][CH2:20]4)=[CH:18][C:13]3=[N:12][CH:11]=2)=[O:9])[CH:6]=[CH:5][CH:4]=[CH:3][CH:2]=1, predict the reactants needed to synthesize it. The reactants are: [C:1]1([NH:7][C:8]([C:10]2[N:14]3[N:15]=[C:16](Cl)[C:17]([CH:19]4[CH2:23][CH2:22][CH2:21][CH2:20]4)=[CH:18][C:13]3=[N:12][CH:11]=2)=[O:9])[CH:6]=[CH:5][CH:4]=[CH:3][CH:2]=1.[CH3:25][O:26][C:27]1[CH:34]=[CH:33][C:30]([CH2:31][NH2:32])=[CH:29][CH:28]=1.